From a dataset of NCI-60 drug combinations with 297,098 pairs across 59 cell lines. Regression. Given two drug SMILES strings and cell line genomic features, predict the synergy score measuring deviation from expected non-interaction effect. Drug 1: C1=CC(=CC=C1CC(C(=O)O)N)N(CCCl)CCCl.Cl. Drug 2: CC1=C(C=C(C=C1)C(=O)NC2=CC(=CC(=C2)C(F)(F)F)N3C=C(N=C3)C)NC4=NC=CC(=N4)C5=CN=CC=C5. Cell line: SR. Synergy scores: CSS=55.8, Synergy_ZIP=3.43, Synergy_Bliss=0.0712, Synergy_Loewe=-6.95, Synergy_HSA=0.748.